From a dataset of Reaction yield outcomes from USPTO patents with 853,638 reactions. Predict the reaction yield, written as a fraction of the theoretical maximum amount of product (1.0 means a 100% yield; for example, 0.34 means a 34% yield). (1) The reactants are I[CH2:2][C:3]1([CH3:32])[CH2:7][C:6]2[C:8]([CH3:31])=[C:9]([NH:23][C:24](=[O:30])[CH2:25][C:26]([CH3:29])([CH3:28])[CH3:27])[C:10]([CH3:22])=[C:11]([CH2:12][C:13]3[CH:18]=[CH:17][C:16]([CH:19]([CH3:21])[CH3:20])=[CH:15][CH:14]=3)[C:5]=2[O:4]1.[NH:33]1[CH2:37][CH2:36][CH2:35][CH2:34]1. The catalyst is O. The product is [CH:19]([C:16]1[CH:15]=[CH:14][C:13]([CH2:12][C:11]2[C:5]3[O:4][C:3]([CH3:32])([CH2:2][N:33]4[CH2:37][CH2:36][CH2:35][CH2:34]4)[CH2:7][C:6]=3[C:8]([CH3:31])=[C:9]([NH:23][C:24](=[O:30])[CH2:25][C:26]([CH3:28])([CH3:27])[CH3:29])[C:10]=2[CH3:22])=[CH:18][CH:17]=1)([CH3:20])[CH3:21]. The yield is 0.950. (2) The reactants are [OH:1][C:2]1[CH:7]=[CH:6][C:5]([N:8]2[C:13](=[O:14])[C:12]([CH2:15][C:16]3[CH:21]=[CH:20][C:19]([C:22]4[C:23]([C:28]#[N:29])=[CH:24][CH:25]=[CH:26][CH:27]=4)=[CH:18][CH:17]=3)=[C:11]([CH2:30][CH2:31][CH3:32])[N:10]=[C:9]2[CH3:33])=[CH:4][CH:3]=1.[CH3:34][CH:35](O)[CH2:36][C:37]#[CH:38].C1(P(C2C=CC=CC=2)C2C=CC=CC=2)C=CC=CC=1.[N:60]([C:61]([O:63]C(C)C)=[O:62])=[N:60][C:61]([O:63]C(C)C)=[O:62]. The catalyst is O1CCCC1.O.C(OCC)(=O)C. The product is [CH3:33][C:9]1[N:8]([C:5]2[CH:4]=[CH:3][C:2]([O:1][CH:35]([CH3:34])[CH2:36][C:37]#[CH:38])=[CH:7][CH:6]=2)[C:13](=[O:14])[C:12]([CH2:15][C:16]2[CH:21]=[CH:20][C:19]([C:22]3[CH:27]=[CH:26][CH:25]=[CH:24][C:23]=3[C:28]3[NH:60][C:61](=[O:62])[O:63][N:29]=3)=[CH:18][CH:17]=2)=[C:11]([CH2:30][CH2:31][CH3:32])[N:10]=1. The yield is 0.0600.